Dataset: Forward reaction prediction with 1.9M reactions from USPTO patents (1976-2016). Task: Predict the product of the given reaction. Given the reactants [Cl:1][C:2]1[C:3]([N:15]([CH3:27])[CH:16]2[CH2:26][CH2:25][C:19]3([CH2:24][CH2:23][NH:22][CH2:21][CH2:20]3)[CH2:18][CH2:17]2)=[N:4][C:5]([NH:8][C:9]2[CH:10]=[N:11][N:12]([CH3:14])[CH:13]=2)=[N:6][CH:7]=1.[C:28]([CH2:30][C:31](O)=[O:32])#[N:29].F[P-](F)(F)(F)(F)F.N1(OC(N(C)C)=[N+](C)C)C2N=CC=CC=2N=N1.C(N(CC)CC)C, predict the reaction product. The product is: [Cl:1][C:2]1[C:3]([N:15]([CH3:27])[CH:16]2[CH2:26][CH2:25][C:19]3([CH2:24][CH2:23][N:22]([C:31](=[O:32])[CH2:30][C:28]#[N:29])[CH2:21][CH2:20]3)[CH2:18][CH2:17]2)=[N:4][C:5]([NH:8][C:9]2[CH:10]=[N:11][N:12]([CH3:14])[CH:13]=2)=[N:6][CH:7]=1.